Dataset: Catalyst prediction with 721,799 reactions and 888 catalyst types from USPTO. Task: Predict which catalyst facilitates the given reaction. (1) Reactant: [CH3:1][O:2][C:3](=[O:33])[CH2:4][CH2:5][CH2:6][CH2:7][CH2:8][O:9][C:10]1[CH:11]=[CH:12][C:13]2[N:17]=[C:16](SCC3C=CC=CC=3)[N:15]([C:26]3[CH:31]=[CH:30][CH:29]=[CH:28][CH:27]=3)[C:14]=2[CH:32]=1.Cl[C:35]1[CH:40]=[CH:39][CH:38]=[C:37]([C:41](OO)=O)[CH:36]=1.[S:45]([O:48]S([O-])=O)([O-])=[O:46].[Na+].[Na+]. Product: [CH3:1][O:2][C:3](=[O:33])[CH2:4][CH2:5][CH2:6][CH2:7][CH2:8][O:9][C:10]1[CH:11]=[CH:12][C:13]2[N:17]=[C:16]([S:45]([CH2:41][C:37]3[CH:36]=[CH:35][CH:40]=[CH:39][CH:38]=3)(=[O:48])=[O:46])[N:15]([C:26]3[CH:31]=[CH:30][CH:29]=[CH:28][CH:27]=3)[C:14]=2[CH:32]=1. The catalyst class is: 4. (2) Reactant: [Cl:1][C:2]1[C:7]([N:8]2[CH2:13][CH2:12][CH:11]([OH:14])[CH2:10][CH2:9]2)=[CH:6][C:5]([C:15]#[N:16])=[CH:4][C:3]=1[NH:17][C:18]1[N:23]=[C:22]([N:24]([CH:34]2[CH2:36][CH2:35]2)[CH2:25][C:26]2[CH:31]=[CH:30][C:29]([O:32][CH3:33])=[CH:28][CH:27]=2)[C:21]2=[N:37][CH:38]=[C:39]([C:40]#[N:41])[N:20]2[N:19]=1.CC(OI1(OC(C)=O)(OC(C)=O)OC(=O)C2C=CC=CC1=2)=O. Product: [Cl:1][C:2]1[C:7]([N:8]2[CH2:9][CH2:10][C:11](=[O:14])[CH2:12][CH2:13]2)=[CH:6][C:5]([C:15]#[N:16])=[CH:4][C:3]=1[NH:17][C:18]1[N:23]=[C:22]([N:24]([CH:34]2[CH2:35][CH2:36]2)[CH2:25][C:26]2[CH:27]=[CH:28][C:29]([O:32][CH3:33])=[CH:30][CH:31]=2)[C:21]2=[N:37][CH:38]=[C:39]([C:40]#[N:41])[N:20]2[N:19]=1. The catalyst class is: 4. (3) Reactant: [CH3:1][NH:2][CH:3]1[CH2:7][CH2:6][CH2:5][CH2:4]1.Cl[C:9]1[N:14]=[C:13]([N:15]2[CH2:20][CH2:19][CH:18]([C:21]3[CH:26]=[CH:25][C:24]([CH2:27][CH:28]([NH:30][C:31](=[O:33])[CH3:32])[CH3:29])=[CH:23][CH:22]=3)[CH2:17][CH2:16]2)[CH:12]=[CH:11][N:10]=1. Product: [CH:3]1([N:2]([CH3:1])[C:9]2[N:14]=[C:13]([N:15]3[CH2:16][CH2:17][CH:18]([C:21]4[CH:26]=[CH:25][C:24]([CH2:27][CH:28]([NH:30][C:31](=[O:33])[CH3:32])[CH3:29])=[CH:23][CH:22]=4)[CH2:19][CH2:20]3)[CH:12]=[CH:11][N:10]=2)[CH2:7][CH2:6][CH2:5][CH2:4]1. The catalyst class is: 10. (4) Reactant: [CH3:1][O:2][C:3]1[CH:4]=[C:5]([S:11]([N:14]2[CH2:18][CH2:17][C@H:16]([NH:19][S:20]([C:23]3[CH:28]=[CH:27][C:26]([O:29][CH3:30])=[C:25]([O:31][CH3:32])[CH:24]=3)(=[O:22])=[O:21])[CH2:15]2)(=[O:13])=[O:12])[CH:6]=[CH:7][C:8]=1[O:9][CH3:10].N[C@H:34]1[CH2:38]CN[CH2:35]1.C(N(CC)CC)C.COC1C=C(S(Cl)(=O)=O)C=CC=1OC. Product: [CH3:1][O:2][C:3]1[CH:4]=[C:5]([S:11]([N:14]2[CH2:18][CH2:17][C@H:16]([N:19]([CH2:35][CH2:34][CH3:38])[S:20]([C:23]3[CH:28]=[CH:27][C:26]([O:29][CH3:30])=[C:25]([O:31][CH3:32])[CH:24]=3)(=[O:22])=[O:21])[CH2:15]2)(=[O:12])=[O:13])[CH:6]=[CH:7][C:8]=1[O:9][CH3:10]. The catalyst class is: 473. (5) Reactant: [Cl:1][C:2]1[CH:7]=[CH:6][C:5]([Cl:8])=[CH:4][C:3]=1[S:9]([NH:12][C@@H:13]1[CH2:17][CH2:16][N:15]([C:18]([O:20][C:21]([CH3:24])([CH3:23])[CH3:22])=[O:19])[CH2:14]1)(=[O:11])=[O:10].[H-].[Na+].Br[CH2:28][CH2:29][CH3:30]. Product: [Cl:1][C:2]1[CH:7]=[CH:6][C:5]([Cl:8])=[CH:4][C:3]=1[S:9]([N:12]([CH2:28][CH2:29][CH3:30])[C@@H:13]1[CH2:17][CH2:16][N:15]([C:18]([O:20][C:21]([CH3:24])([CH3:23])[CH3:22])=[O:19])[CH2:14]1)(=[O:11])=[O:10]. The catalyst class is: 31.